The task is: Predict the reactants needed to synthesize the given product.. This data is from Full USPTO retrosynthesis dataset with 1.9M reactions from patents (1976-2016). (1) Given the product [C:31]([C:30]1[CH:33]=[CH:34][C:27]([O:26][CH2:25][CH:23]([OH:22])[CH2:24][N:3]2[CH2:4][CH:5]3[CH:8]([N:9]([CH3:17])[C:10](=[O:16])[O:11][C:12]([CH3:13])([CH3:14])[CH3:15])[CH:1]([CH2:7][CH2:6]3)[CH2:2]2)=[CH:28][CH:29]=1)#[N:32], predict the reactants needed to synthesize it. The reactants are: [CH:1]12[CH:8]([N:9]([CH3:17])[C:10](=[O:16])[O:11][C:12]([CH3:15])([CH3:14])[CH3:13])[CH:5]([CH2:6][CH2:7]1)[CH2:4][NH:3][CH2:2]2.C[Al](C)C.[O:22]1[CH2:24][CH:23]1[CH2:25][O:26][C:27]1[CH:34]=[CH:33][C:30]([C:31]#[N:32])=[CH:29][CH:28]=1. (2) The reactants are: Cl.[NH:2]1[CH2:7][CH2:6][CH2:5][CH2:4][CH:3]1[CH2:8][CH2:9][CH2:10][C:11]([OH:13])=[O:12].C([O-])([O-])=O.[K+].[K+].[C:20](O[C:20]([O:22][C:23]([CH3:26])([CH3:25])[CH3:24])=[O:21])([O:22][C:23]([CH3:26])([CH3:25])[CH3:24])=[O:21]. Given the product [C:23]([O:22][C:20]([N:2]1[CH2:7][CH2:6][CH2:5][CH2:4][CH:3]1[CH2:8][CH2:9][CH2:10][C:11]([OH:13])=[O:12])=[O:21])([CH3:26])([CH3:25])[CH3:24], predict the reactants needed to synthesize it. (3) Given the product [F:1][C:2]1[CH:3]=[CH:4][C:5]([C:8]2[O:9][C:10]3[CH:20]=[CH:19][C:18]([C:21]4[CH:29]=[C:25]([C:26](=[O:27])[NH:42][C:39]5([C:37]6[S:38][C:34]([CH3:33])=[CH:35][N:36]=6)[CH2:41][CH2:40]5)[C:24]([O:30][CH3:31])=[CH:23][C:22]=4[CH3:32])=[CH:17][C:11]=3[C:12]=2[C:13]([NH:14][CH3:15])=[O:16])=[CH:6][CH:7]=1, predict the reactants needed to synthesize it. The reactants are: [F:1][C:2]1[CH:7]=[CH:6][C:5]([C:8]2[O:9][C:10]3[CH:20]=[CH:19][C:18]([C:21]4[C:22]([CH3:32])=[CH:23][C:24]([O:30][CH3:31])=[C:25]([CH:29]=4)[C:26](O)=[O:27])=[CH:17][C:11]=3[C:12]=2[C:13](=[O:16])[NH:14][CH3:15])=[CH:4][CH:3]=1.[CH3:33][C:34]1[S:38][C:37]([C:39]2([NH2:42])[CH2:41][CH2:40]2)=[N:36][CH:35]=1.CCN=C=NCCCN(C)C.Cl.C1C=CC2N(O)N=NC=2C=1. (4) Given the product [CH3:38][C:34]1[N:33]=[C:32]([C:2]2[N:7]=[CH:6][C:5]3[CH:8]=[N:9][N:10]([C:11]4[N:16]=[C:15]([N:17]5[CH2:22][CH2:21][N:20]([C:23]([O:25][C:26]([CH3:27])([CH3:29])[CH3:28])=[O:24])[CH2:19][CH2:18]5)[CH:14]=[CH:13][CH:12]=4)[C:4]=3[CH:3]=2)[CH:37]=[N:36][CH:35]=1, predict the reactants needed to synthesize it. The reactants are: Cl[C:2]1[N:7]=[CH:6][C:5]2[CH:8]=[N:9][N:10]([C:11]3[N:16]=[C:15]([N:17]4[CH2:22][CH2:21][N:20]([C:23]([O:25][C:26]([CH3:29])([CH3:28])[CH3:27])=[O:24])[CH2:19][CH2:18]4)[CH:14]=[CH:13][CH:12]=3)[C:4]=2[CH:3]=1.C[Sn](C)(C)[C:32]1[CH:37]=[N:36][CH:35]=[C:34]([CH3:38])[N:33]=1. (5) Given the product [CH3:1][C:2]1[N:11]=[C:10]([N:12]2[CH2:18][C:17]3[CH:19]=[C:20]([C:23]4[CH:24]=[C:25]([NH2:30])[C:26]([NH2:27])=[CH:28][CH:29]=4)[CH:21]=[CH:22][C:16]=3[O:15][CH2:14][CH2:13]2)[C:9]2[C:4](=[CH:5][CH:6]=[CH:7][CH:8]=2)[N:3]=1, predict the reactants needed to synthesize it. The reactants are: [CH3:1][C:2]1[N:11]=[C:10]([N:12]2[CH2:18][C:17]3[CH:19]=[C:20]([C:23]4[CH:29]=[CH:28][C:26]([NH2:27])=[C:25]([N+:30]([O-])=O)[CH:24]=4)[CH:21]=[CH:22][C:16]=3[O:15][CH2:14][CH2:13]2)[C:9]2[C:4](=[CH:5][CH:6]=[CH:7][CH:8]=2)[N:3]=1.[H][H]. (6) Given the product [CH:1]1([C:4]2[CH:9]=[CH:8][C:7]([OH:10])=[C:6]([CH2:14][CH3:15])[CH:5]=2)[CH2:3][CH2:2]1, predict the reactants needed to synthesize it. The reactants are: [CH:1]1([C:4]2[CH:9]=[CH:8][C:7]([O:10]COC)=[C:6]([CH2:14][CH3:15])[CH:5]=2)[CH2:3][CH2:2]1. (7) Given the product [Cl:1][C:2]1[CH:3]=[C:4]([C:19]2[C:28]3[C:23](=[CH:24][C:25]([F:31])=[C:26]([O:29][CH3:30])[CH:27]=3)[N:22]=[C:21]([NH2:35])[C:20]=2[C:32]#[N:33])[CH:5]=[CH:6][C:7]=1[S:8][C:9]1[N:10]([CH3:16])[C:11]([CH3:15])=[C:12]([CH3:14])[N:13]=1, predict the reactants needed to synthesize it. The reactants are: [Cl:1][C:2]1[CH:3]=[C:4](N)[CH:5]=[CH:6][C:7]=1[S:8][C:9]1[N:10]([CH3:16])[C:11]([CH3:15])=[C:12]([CH3:14])[N:13]=1.Cl[C:19]1[C:28]2[C:23](=[CH:24][C:25]([F:31])=[C:26]([O:29][CH3:30])[CH:27]=2)[N:22]=[CH:21][C:20]=1[C:32]#[N:33].Cl.[N:35]1C=CC=CC=1. (8) Given the product [CH2:34]([N:8]1[C:7]2[CH:6]=[C:5]([O:23][CH3:24])[C:4]([C:25]3[CH:30]=[CH:29][CH:28]=[CH:27][CH:26]=3)=[C:3]([O:2][CH3:1])[C:13]=2[C:12]([C:14]2[CH:15]=[C:16]([CH:19]=[CH:20][CH:21]=2)[C:17]#[N:18])=[N:11][CH2:10][C:9]1=[O:22])[C:35]1[CH:40]=[CH:39][CH:38]=[CH:37][CH:36]=1, predict the reactants needed to synthesize it. The reactants are: [CH3:1][O:2][C:3]1[C:13]2[C:12]([C:14]3[CH:15]=[C:16]([CH:19]=[CH:20][CH:21]=3)[C:17]#[N:18])=[N:11][CH2:10][C:9](=[O:22])[NH:8][C:7]=2[CH:6]=[C:5]([O:23][CH3:24])[C:4]=1[C:25]1[CH:30]=[CH:29][CH:28]=[CH:27][CH:26]=1.CI.Br[CH2:34][C:35]1[CH:40]=[CH:39][CH:38]=[CH:37][CH:36]=1. (9) Given the product [CH3:2][C:3]1[CH:4]=[CH:5][C:6]([S:9]([NH:12][C:18]2[C:19]([O:20][C:21]3[CH:26]=[CH:25][CH:24]=[CH:23][C:22]=3[O:27][CH3:28])=[C:14]([Cl:13])[N:15]=[C:16]([CH3:30])[N:17]=2)(=[O:11])=[O:10])=[N:7][CH:8]=1, predict the reactants needed to synthesize it. The reactants are: [K+].[CH3:2][C:3]1[CH:4]=[CH:5][C:6]([S:9]([NH-:12])(=[O:11])=[O:10])=[N:7][CH:8]=1.[Cl:13][C:14]1[C:19]([O:20][C:21]2[CH:26]=[CH:25][CH:24]=[CH:23][C:22]=2[O:27][CH3:28])=[C:18](Cl)[N:17]=[C:16]([CH3:30])[N:15]=1.O. (10) Given the product [NH2:26][CH2:25][C:21]1[N:22]=[CH:23][N:24]=[C:19]([NH:18][C:12]2[C:11]3[S:10][C:9]([C:3]4[C:2]([Cl:1])=[CH:7][CH:6]=[CH:5][C:4]=4[Cl:8])=[N:17][C:16]=3[CH:15]=[CH:14][N:13]=2)[CH:20]=1, predict the reactants needed to synthesize it. The reactants are: [Cl:1][C:2]1[CH:7]=[CH:6][CH:5]=[C:4]([Cl:8])[C:3]=1[C:9]1[S:10][C:11]2[C:12]([NH:18][C:19]3[N:24]=[CH:23][N:22]=[C:21]([CH2:25][N:26]4C(=O)C5C(=CC=CC=5)C4=O)[CH:20]=3)=[N:13][CH:14]=[CH:15][C:16]=2[N:17]=1.BrC1C2SC(C3C(Cl)=CC=CC=3Cl)=NC=2C=CN=1.NC1N=CN=C(CN2C(=O)C3C(=CC=CC=3)C2=O)C=1.CC1(C)C2C(=C(P(C3C=CC=CC=3)C3C=CC=CC=3)C=CC=2)OC2C(P(C3C=CC=CC=3)C3C=CC=CC=3)=CC=CC1=2.C([O-])([O-])=O.[Cs+].[Cs+].